Dataset: Catalyst prediction with 721,799 reactions and 888 catalyst types from USPTO. Task: Predict which catalyst facilitates the given reaction. (1) Reactant: [CH:1]1([CH2:7][C@@H:8]([NH2:24])[CH2:9][N:10]2[CH2:15][CH:14]=[C:13]([C:16]3[CH:21]=[CH:20][CH:19]=[CH:18][C:17]=3[O:22][CH3:23])[CH2:12][CH2:11]2)[CH2:6][CH2:5][CH2:4][CH2:3][CH2:2]1.[CH3:25][C:26]1([C:32](Cl)=[O:33])[CH2:31][CH2:30][CH2:29][CH2:28][CH2:27]1. Product: [CH:1]1([CH2:7][C@@H:8]([NH:24][C:32]([C:26]2([CH3:25])[CH2:31][CH2:30][CH2:29][CH2:28][CH2:27]2)=[O:33])[CH2:9][N:10]2[CH2:11][CH:12]=[C:13]([C:16]3[CH:21]=[CH:20][CH:19]=[CH:18][C:17]=3[O:22][CH3:23])[CH2:14][CH2:15]2)[CH2:6][CH2:5][CH2:4][CH2:3][CH2:2]1. The catalyst class is: 236. (2) Reactant: COC1C=CC(C([O:22][CH2:23][C@H:24]2[O:28][C@@H:27]([N:29]3[CH:37]=[C:35]([CH3:36])[C:33](=[O:34])[NH:32][C:30]3=[O:31])[CH2:26][C@@H:25]2[O:38][Si:39]([C:42]([CH3:45])([CH3:44])[CH3:43])([CH3:41])[CH3:40])(C2C=CC=CC=2)C2C=CC(OC)=CC=2)=CC=1.C([O-])([O-])=O.[Na+].[Na+]. Product: [Si:39]([O:38][C@@H:25]1[C@@H:24]([CH2:23][OH:22])[O:28][C@@H:27]([N:29]2[CH:37]=[C:35]([CH3:36])[C:33](=[O:34])[NH:32][C:30]2=[O:31])[CH2:26]1)([C:42]([CH3:45])([CH3:43])[CH3:44])([CH3:40])[CH3:41]. The catalyst class is: 15.